From a dataset of Experimentally validated miRNA-target interactions with 360,000+ pairs, plus equal number of negative samples. Binary Classification. Given a miRNA mature sequence and a target amino acid sequence, predict their likelihood of interaction. (1) The miRNA is mmu-miR-671-5p with sequence AGGAAGCCCUGGAGGGGCUGGAG. The protein sequence of the target gene is MAGRARSRLLLLLGLLALQSSCLAFRSPLSVFKRFKETTRSFSNECLGTTRPITPIDSSDFTLDIRMPGVTPKESDTYFCMSMRLPVDEEAFVIDFKPRASMDTVHHMLLFGCNMPSSTGSYWFCDEGTCTDKANILYAWARNAPPTRLPKGVGFRVGGETGSKYFVLQVHYGDISAFRDNHKDCSGVSLHLTRVPQPLIAGMYLMMSVNTVIPPGEKVVNSDISCHYKMYPMHVFAYRVHTHHLGKVVSGYRVRNGQWTLIGRQSPQLPQAFYPVEHPVDVAFGDILAARCVFTGEGRT.... Result: 0 (no interaction). (2) Result: 0 (no interaction). The protein sequence of the target gene is MAFLRKVNQVLLLLLVLTLCGILYKKVHKGAVLKDKADVDSESPEDMEEEIPVVICAAAGRMGAAMAAINSIYSNTDANLVFYVVGLRSTLPRIRKWIEHSKLREINFKIVEFNPTVLKGKIRPDSSRPELLQPLNFVRFYLPLLVHQHEKVIYLDDDVIVQGDIQELYDTTLALGHAAAFSDDCDLPSAQDIHRLVGLQNTYMGYLDYRKKTIKDLGISPSTCSFNPGVIVANMTEWKHQRITKQLEKWMQKNVEENLYSSSLGGGVATSPMLIVFHGKYSTINPLWHIRHLGWNPDAR.... The miRNA is hsa-miR-8080 with sequence GAAGGACACUGGUGUCAACGGCU. (3) The miRNA is hsa-miR-519e-3p with sequence AAGUGCCUCCUUUUAGAGUGUU. The protein sequence of the target gene is MSGAALGLEIVFVFFLALFLLHRYGDFKKQHRLVIIGTLLAWYLCFLIVFILPLDVSTTIYNRCKHAAANSSPPENSNITGLYATANPVPSQHPCFKPWSYIPDGIMPIFWRVVYWTSQFLTWILLPFMQSYARSGGFSITGKIKTALIENAIYYGTYLLIFGAFLIYVAVNPHLHLEWNQLQTIGIAAANTWGLFLLVLLLGYGLVEIPRSYWNGAKRGYLLMKTYFKAAKLMTEKADAEENLEDAMEEVRKVNESIKYNHPLRKCVDTILKKCPTEYQEKMGRNMDDYEDFDEKHSIY.... Result: 1 (interaction).